This data is from Forward reaction prediction with 1.9M reactions from USPTO patents (1976-2016). The task is: Predict the product of the given reaction. (1) Given the reactants [CH2:1]([C@H:3]1[C@@H:7]([C:8]2[N:12]3[C:13]4[CH:19]=[CH:18][N:17](S(C5C=CC(C)=CC=5)(=O)=O)[C:14]=4[N:15]=[CH:16][C:11]3=[N:10][N:9]=2)[CH2:6][C@@H:5]([NH:30][C:31]2[S:32][C:33]([C:36]#[N:37])=[CH:34][N:35]=2)[CH2:4]1)[CH3:2].O1CCOCC1.CCO.C([O-])([O-])=O.[Na+].[Na+], predict the reaction product. The product is: [CH2:1]([C@H:3]1[C@@H:7]([C:8]2[N:12]3[C:13]4[CH:19]=[CH:18][NH:17][C:14]=4[N:15]=[CH:16][C:11]3=[N:10][N:9]=2)[CH2:6][C@@H:5]([NH:30][C:31]2[S:32][C:33]([C:36]#[N:37])=[CH:34][N:35]=2)[CH2:4]1)[CH3:2]. (2) Given the reactants [Cl:1][C:2]1[C:10]([C:11]([O:13]C)=[O:12])=[CH:9][C:8]([CH3:15])=[C:7]2[C:3]=1[CH:4]=[CH:5][NH:6]2.O[Li].O, predict the reaction product. The product is: [Cl:1][C:2]1[C:10]([C:11]([OH:13])=[O:12])=[CH:9][C:8]([CH3:15])=[C:7]2[C:3]=1[CH:4]=[CH:5][NH:6]2.